The task is: Predict the reaction yield, written as a fraction of the theoretical maximum amount of product (1.0 means a 100% yield; for example, 0.34 means a 34% yield).. This data is from Reaction yield outcomes from USPTO patents with 853,638 reactions. (1) The reactants are CCCC[N+](CCCC)(CCCC)CCCC.[F-].[Si]([O:26][C@@H:27]([CH3:52])[CH2:28][O:29][NH:30][C:31]([C:33]1[N:41]([CH3:42])[C:40]2[CH:39]=[CH:38][N:37]=[CH:36][C:35]=2[C:34]=1[NH:43][C:44]1[CH:49]=[CH:48][C:47]([I:50])=[CH:46][C:45]=1[F:51])=[O:32])(C(C)(C)C)(C)C. The catalyst is C1COCC1. The product is [OH:26][C@@H:27]([CH3:52])[CH2:28][O:29][NH:30][C:31]([C:33]1[N:41]([CH3:42])[C:40]2[CH:39]=[CH:38][N:37]=[CH:36][C:35]=2[C:34]=1[NH:43][C:44]1[CH:49]=[CH:48][C:47]([I:50])=[CH:46][C:45]=1[F:51])=[O:32]. The yield is 0.250. (2) The reactants are Br[C:2]1[C:12]2[O:11][CH2:10][CH2:9][N:8]([C:13]([O:15][C:16]([CH3:19])([CH3:18])[CH3:17])=[O:14])[CH2:7][C:6]=2[CH:5]=[CH:4][CH:3]=1.[NH:20]1[CH2:24][CH2:23][CH2:22][CH2:21]1.CC(C1C=C(C(C)C)C(C2C=CC=CC=2P(C2CCCCC2)C2CCCCC2)=C(C(C)C)C=1)C.CC(C)([O-])C.[Na+]. The catalyst is O1CCOCC1.C1C=CC(/C=C/C(/C=C/C2C=CC=CC=2)=O)=CC=1.C1C=CC(/C=C/C(/C=C/C2C=CC=CC=2)=O)=CC=1.C1C=CC(/C=C/C(/C=C/C2C=CC=CC=2)=O)=CC=1.[Pd].[Pd].O. The product is [N:20]1([C:2]2[C:12]3[O:11][CH2:10][CH2:9][N:8]([C:13]([O:15][C:16]([CH3:19])([CH3:18])[CH3:17])=[O:14])[CH2:7][C:6]=3[CH:5]=[CH:4][CH:3]=2)[CH2:24][CH2:23][CH2:22][CH2:21]1. The yield is 0.264.